From a dataset of Forward reaction prediction with 1.9M reactions from USPTO patents (1976-2016). Predict the product of the given reaction. Given the reactants [Br:1][C:2]1[CH:3]=[C:4]([CH:14]=[C:15]([O:17][CH2:18][C@H:19]2[CH2:23][CH2:22][CH2:21][O:20]2)[CH:16]=1)[C:5]([O:7]C[C@H]1CCCO1)=[O:6].[Li+].[OH-], predict the reaction product. The product is: [Br:1][C:2]1[CH:3]=[C:4]([CH:14]=[C:15]([O:17][CH2:18][C@H:19]2[CH2:23][CH2:22][CH2:21][O:20]2)[CH:16]=1)[C:5]([OH:7])=[O:6].